This data is from Catalyst prediction with 721,799 reactions and 888 catalyst types from USPTO. The task is: Predict which catalyst facilitates the given reaction. (1) Reactant: [OH:1][C@@H:2]1[CH2:6][CH2:5][O:4][C:3]1=[O:7].C1(P(C2C=CC=CC=2)C2C=CC=CC=2)C=CC=CC=1.[Br:27][C:28]1[C:33]([CH3:34])=[CH:32][C:31](O)=[C:30]([F:36])[CH:29]=1.N(C(OC(C)(C)C)=O)=NC(OC(C)(C)C)=O. Product: [Br:27][C:28]1[C:33]([CH3:34])=[CH:32][C:31]([O:1][C@H:2]2[CH2:6][CH2:5][O:4][C:3]2=[O:7])=[C:30]([F:36])[CH:29]=1. The catalyst class is: 11. (2) Reactant: [N:1]1([C:7]2[C:12]([C:13]3[CH:14]=[CH:15][C:16]4[C:17]5[N:31](C6CCCCO6)[N:30]=[CH:29][C:18]=5[C:19](=[O:28])[N:20]([CH2:23][C:24]([F:27])([F:26])[F:25])[C:21]=4[CH:22]=3)=[CH:11][CH:10]=[CH:9][N:8]=2)[CH2:6][CH2:5][CH2:4][CH2:3][CH2:2]1.N1(C2C(C3C=CC4C5NN(C6CCCCO6)CC=5C(=O)N(CC(F)(F)F)C=4C=3)=CC=CN=2)CCCCC1.[ClH:75]. Product: [ClH:75].[N:1]1([C:7]2[C:12]([C:13]3[CH:14]=[CH:15][C:16]4[C:17]5[NH:31][N:30]=[CH:29][C:18]=5[C:19](=[O:28])[N:20]([CH2:23][C:24]([F:26])([F:25])[F:27])[C:21]=4[CH:22]=3)=[CH:11][CH:10]=[CH:9][N:8]=2)[CH2:2][CH2:3][CH2:4][CH2:5][CH2:6]1. The catalyst class is: 6.